Dataset: Peptide-MHC class II binding affinity with 134,281 pairs from IEDB. Task: Regression. Given a peptide amino acid sequence and an MHC pseudo amino acid sequence, predict their binding affinity value. This is MHC class II binding data. (1) The peptide sequence is WTGGGSDKALAAATP. The MHC is HLA-DPA10301-DPB10402 with pseudo-sequence HLA-DPA10301-DPB10402. The binding affinity (normalized) is 0. (2) The peptide sequence is VKREACPGTSVIIDG. The MHC is HLA-DQA10501-DQB10302 with pseudo-sequence HLA-DQA10501-DQB10302. The binding affinity (normalized) is 0.445. (3) The peptide sequence is AYSDDKSMKVTVAFN. The MHC is DRB1_0101 with pseudo-sequence DRB1_0101. The binding affinity (normalized) is 0.395. (4) The peptide sequence is RTEQKDFDGRSEFAY. The MHC is HLA-DQA10501-DQB10301 with pseudo-sequence HLA-DQA10501-DQB10301. The binding affinity (normalized) is 0.260. (5) The peptide sequence is AYVYFASDASTYTTG. The MHC is HLA-DQA10501-DQB10201 with pseudo-sequence HLA-DQA10501-DQB10201. The binding affinity (normalized) is 0.551. (6) The peptide sequence is CPDVMSAGESKHGLTNTA. The MHC is DRB1_1101 with pseudo-sequence DRB1_1101. The binding affinity (normalized) is 0. (7) The binding affinity (normalized) is 0.434. The MHC is DRB1_0901 with pseudo-sequence DRB1_0901. The peptide sequence is EFVTLAAKFIIEEDS. (8) The peptide sequence is ALRIIAGTPEVHAVK. The MHC is HLA-DQA10501-DQB10301 with pseudo-sequence HLA-DQA10501-DQB10301. The binding affinity (normalized) is 0.811. (9) The peptide sequence is KFTVFEAAFNKAIKE. The MHC is DRB1_0301 with pseudo-sequence DRB1_0301. The binding affinity (normalized) is 0.281. (10) The peptide sequence is AEHQAIVRDVLAASD. The MHC is DRB1_0701 with pseudo-sequence DRB1_0701. The binding affinity (normalized) is 0.0869.